This data is from Forward reaction prediction with 1.9M reactions from USPTO patents (1976-2016). The task is: Predict the product of the given reaction. (1) Given the reactants [CH3:1][N:2]([CH3:7])[CH2:3][C:4](O)=[O:5].C(N=C=NCCCN(C)C)C.ON1C2C=CC=CC=2N=N1.[Br:29][C:30]1[CH:31]=[C:32]2[C:37](=[N:38][CH:39]=1)[N:36]=[C:35]([NH2:40])[CH:34]=[CH:33]2, predict the reaction product. The product is: [Br:29][C:30]1[CH:31]=[C:32]2[C:37](=[N:38][CH:39]=1)[N:36]=[C:35]([NH:40][C:4](=[O:5])[CH2:3][N:2]([CH3:7])[CH3:1])[CH:34]=[CH:33]2. (2) The product is: [CH3:25][N:26]([CH3:28])[NH:27][C:20](=[O:22])[C:19]1[CH:23]=[CH:24][C:16]([O:15][CH2:14][C:4]2[C:5]([C:8]3[CH:13]=[CH:12][CH:11]=[CH:10][N:9]=3)=[N:6][O:7][C:3]=2[CH2:2][OH:1])=[N:17][CH:18]=1. Given the reactants [OH:1][CH2:2][C:3]1[O:7][N:6]=[C:5]([C:8]2[CH:13]=[CH:12][CH:11]=[CH:10][N:9]=2)[C:4]=1[CH2:14][O:15][C:16]1[CH:24]=[CH:23][C:19]([C:20]([OH:22])=O)=[CH:18][N:17]=1.[CH3:25][N:26]([CH3:28])[NH2:27].F[B-](F)(F)F.C[N+](C)=C(N(C)C)ON1C2C=CC=CC=2N=N1.C(N(CC)C(C)C)(C)C, predict the reaction product. (3) Given the reactants [CH:1]1([CH2:4][O:5][C:6]2[CH:7]=[C:8]([C:16]3[N:21]4[N:22]=[C:23]([C:25]5[CH:26]=[N+:27]([O-])[CH:28]=[CH:29][CH:30]=5)[N:24]=[C:20]4[N:19]=[CH:18][CH:17]=3)[CH:9]=[CH:10][C:11]=2[O:12][CH:13]([F:15])[F:14])[CH2:3][CH2:2]1.C[CH2:33][N:34](CC)CC.[Si]([C:43]#[N:44])(C)(C)C, predict the reaction product. The product is: [C:33]([C:28]1[CH:29]=[CH:30][C:25]([C:23]2[N:24]=[C:20]3[N:19]=[CH:18][CH:17]=[C:16]([C:8]4[CH:9]=[CH:10][C:11]([O:12][CH:13]([F:15])[F:14])=[C:6]([O:5][CH2:4][CH:1]5[CH2:3][CH2:2]5)[CH:7]=4)[N:21]3[N:22]=2)=[CH:26][N:27]=1)#[N:34].[C:43]([C:26]1[N:27]=[CH:28][CH:29]=[CH:30][C:25]=1[C:23]1[N:24]=[C:20]2[N:19]=[CH:18][CH:17]=[C:16]([C:8]3[CH:9]=[CH:10][C:11]([O:12][CH:13]([F:15])[F:14])=[C:6]([O:5][CH2:4][CH:1]4[CH2:3][CH2:2]4)[CH:7]=3)[N:21]2[N:22]=1)#[N:44]. (4) Given the reactants [NH2:1][C@@H:2]1[CH:7]2[CH2:8][CH2:9][N:4]([CH2:5][CH2:6]2)[C@H:3]1[CH2:10][C:11]1[CH:12]=[N:13][CH:14]=[CH:15][CH:16]=1.C(N(CC)CC)C.[O:24]1[C:28]2[CH:29]=[CH:30][CH:31]=[CH:32][C:27]=2[CH:26]=[C:25]1[C:33](O)=[O:34].C(=O)([O-])[O-].[K+].[K+], predict the reaction product. The product is: [N:13]1[CH:14]=[CH:15][CH:16]=[C:11]([CH2:10][C@H:3]2[C@H:2]([NH:1][C:33]([C:25]3[O:24][C:28]4[CH:29]=[CH:30][CH:31]=[CH:32][C:27]=4[CH:26]=3)=[O:34])[CH:7]3[CH2:6][CH2:5][N:4]2[CH2:9][CH2:8]3)[CH:12]=1. (5) Given the reactants [F:1][C:2]1[CH:8]=[CH:7][CH:6]=[CH:5][C:3]=1[NH2:4].N1C=CC=CC=1.Cl[C:16]([O:18][CH3:19])=[O:17].O, predict the reaction product. The product is: [F:1][C:2]1[CH:8]=[CH:7][CH:6]=[CH:5][C:3]=1[NH:4][C:16]([O:18][CH3:19])=[O:17]. (6) The product is: [S:1]1[C:5]2[CH:6]=[CH:7][CH:8]=[CH:9][C:4]=2[N:3]=[C:2]1[C:10]1[C:14]([C:15]([NH:26][C@@H:27]([CH3:30])[CH2:28][OH:29])=[O:17])=[CH:13][N:12]([CH2:18][O:19][CH2:20][CH2:21][Si:22]([CH3:23])([CH3:24])[CH3:25])[N:11]=1. Given the reactants [S:1]1[C:5]2[CH:6]=[CH:7][CH:8]=[CH:9][C:4]=2[N:3]=[C:2]1[C:10]1[C:14]([C:15]([OH:17])=O)=[CH:13][N:12]([CH2:18][O:19][CH2:20][CH2:21][Si:22]([CH3:25])([CH3:24])[CH3:23])[N:11]=1.[NH2:26][C@@H:27]([CH3:30])[CH2:28][OH:29].Cl.CN(C)CCCN=C=NCC.C1C=CC2N(O)N=NC=2C=1, predict the reaction product. (7) Given the reactants [Cl:1][C:2]1[C:3]([O:12][C:13]2[CH:14]=[N:15][C:16]([C:19]([C:22]3([C:25]4[CH:30]=[CH:29][C:28]([F:31])=[CH:27][C:26]=4[F:32])[CH2:24][O:23]3)([F:21])[F:20])=[CH:17][CH:18]=2)=[N:4][CH:5]=[C:6]([C:8]([F:11])([F:10])[F:9])[CH:7]=1.[NH:33]1[CH:37]=[N:36][N:35]=[N:34]1.C(=O)([O-])[O-].[K+].[K+], predict the reaction product. The product is: [Cl:1][C:2]1[C:3]([O:12][C:13]2[CH:18]=[CH:17][C:16]([C:19]([F:21])([F:20])[C:22]([C:25]3[CH:30]=[CH:29][C:28]([F:31])=[CH:27][C:26]=3[F:32])([OH:23])[CH2:24][N:33]3[CH:37]=[N:36][N:35]=[N:34]3)=[N:15][CH:14]=2)=[N:4][CH:5]=[C:6]([C:8]([F:11])([F:10])[F:9])[CH:7]=1. (8) Given the reactants [F:1][C:2]1([F:46])[CH2:7][CH2:6][CH:5]([C:8]2[C:17]3[C@@H:16]([OH:18])[CH2:15][C:14]([CH3:20])([CH3:19])[CH2:13][C:12]=3[N:11]=[C:10]([CH:21]3[CH2:26][CH2:25][N:24]([C:27]4[N:32]=[CH:31][C:30]([OH:33])=[CH:29][N:28]=4)[CH2:23][CH2:22]3)[C:9]=2[C@@H:34]([F:45])[C:35]2[CH:40]=[CH:39][C:38]([C:41]([F:44])([F:43])[F:42])=[CH:37][CH:36]=2)[CH2:4][CH2:3]1.C1(C)C=CC(S(O[CH2:57][C@H:58]2[CH2:62][O:61][C:60]([CH3:64])([CH3:63])[O:59]2)(=O)=O)=CC=1.C(=O)([O-])[O-].[K+].[K+].O, predict the reaction product. The product is: [F:46][C:2]1([F:1])[CH2:3][CH2:4][CH:5]([C:8]2[C:17]3[C@@H:16]([OH:18])[CH2:15][C:14]([CH3:19])([CH3:20])[CH2:13][C:12]=3[N:11]=[C:10]([CH:21]3[CH2:22][CH2:23][N:24]([C:27]4[N:32]=[CH:31][C:30]([O:33][CH2:57][C@H:58]5[CH2:62][O:61][C:60]([CH3:64])([CH3:63])[O:59]5)=[CH:29][N:28]=4)[CH2:25][CH2:26]3)[C:9]=2[C@@H:34]([F:45])[C:35]2[CH:36]=[CH:37][C:38]([C:41]([F:43])([F:42])[F:44])=[CH:39][CH:40]=2)[CH2:6][CH2:7]1. (9) Given the reactants [CH2:1]([O:8][C:9]1[C:10]([NH2:16])=[N:11][CH:12]=[C:13](Br)[CH:14]=1)[C:2]1[CH:7]=[CH:6][CH:5]=[CH:4][CH:3]=1.[CH3:17][N:18]([CH2:23][C:24]1[O:25][C:26]2[CH:33]=[CH:32][CH:31]=[CH:30][C:27]=2[C:28]=1[CH3:29])[C:19](=[O:22])[CH:20]=[CH2:21].C(N(C(C)C)C(C)C)C.CC1C=CC=CC=1P(C1C=CC=CC=1C)C1C=CC=CC=1C, predict the reaction product. The product is: [NH2:16][C:10]1[N:11]=[CH:12][C:13](/[CH:21]=[CH:20]/[C:19]([N:18]([CH3:17])[CH2:23][C:24]2[O:25][C:26]3[CH:33]=[CH:32][CH:31]=[CH:30][C:27]=3[C:28]=2[CH3:29])=[O:22])=[CH:14][C:9]=1[O:8][CH2:1][C:2]1[CH:7]=[CH:6][CH:5]=[CH:4][CH:3]=1.